From a dataset of Catalyst prediction with 721,799 reactions and 888 catalyst types from USPTO. Predict which catalyst facilitates the given reaction. (1) Reactant: [Br:1][C:2]1[CH:10]=[C:9]2[C:5]([CH:6]=[N:7][NH:8]2)=[CH:4][CH:3]=1.[B-](F)(F)(F)[F:12].[B-](F)(F)(F)F.C1[N+]2(CCl)CC[N+](F)(CC2)C1.C(O)(=O)C. Product: [Br:1][C:2]1[CH:10]=[C:9]2[C:5]([C:6]([F:12])=[N:7][NH:8]2)=[CH:4][CH:3]=1. The catalyst class is: 10. (2) Reactant: CS([O:5][CH:6]1[CH2:11][CH2:10][CH:9]([O:12][C:13]2[N:18]=[CH:17][CH:16]=[CH:15][N:14]=2)[CH2:8][CH2:7]1)(=O)=O.[O:19]1[CH2:24][CH2:23][N:22]([C:25]2[CH:26]=[C:27](O)[C:28]3[N:29]=[CH:30][CH:31]=[N:32][C:33]=3[CH:34]=2)[CH2:21][CH2:20]1.C([O-])([O-])=O.[Cs+].[Cs+]. Product: [N:14]1[CH:15]=[CH:16][CH:17]=[N:18][C:13]=1[O:12][C@H:9]1[CH2:10][CH2:11][C@H:6]([O:5][C:27]2[CH:26]=[C:25]([N:22]3[CH2:21][CH2:20][O:19][CH2:24][CH2:23]3)[CH:34]=[C:33]3[C:28]=2[N:29]=[CH:30][CH:31]=[N:32]3)[CH2:7][CH2:8]1. The catalyst class is: 225.